This data is from Catalyst prediction with 721,799 reactions and 888 catalyst types from USPTO. The task is: Predict which catalyst facilitates the given reaction. (1) Reactant: [K:1].Br[CH2:3][B-:4]([F:7])([F:6])[F:5].[N:8]1([C:14]([O:16][C:17]([CH3:20])([CH3:19])[CH3:18])=[O:15])[CH2:13][CH2:12][NH:11][CH2:10][CH2:9]1. Product: [K:1].[C:17]([O:16][C:14]([N:8]1[CH2:13][CH2:12][N:11]([CH2:3][B-:4]([F:7])([F:6])[F:5])[CH2:10][CH2:9]1)=[O:15])([CH3:20])([CH3:18])[CH3:19]. The catalyst class is: 7. (2) Reactant: B(O)(O)O.[CH3:5][C:6]1([CH3:32])[CH2:11][CH:10]([NH:12][CH2:13]CCCC[CH2:13][NH:12][CH:10]2[CH2:9][C:8]([CH3:31])([CH3:30])[NH:7][C:6]([CH3:32])([CH3:5])[CH2:11]2)[CH2:9][C:8]([CH3:31])([CH3:30])[NH:7]1.C(N)=[O:34].[OH-].[Na+]. Product: [CH3:5][C:6]1([CH3:32])[CH2:11][CH:10]([NH:12][CH:13]=[O:34])[CH2:9][C:8]([CH3:31])([CH3:30])[NH:7]1. The catalyst class is: 211. (3) Reactant: [I:1][C:2]1[N:3]=[C:4]([CH3:16])[N:5]([C:8]2[CH:13]=[N:12][N:11]([CH3:14])[C:10](=[O:15])[CH:9]=2)[C:6]=1I.C([Li])CCC. Product: [I:1][C:2]1[N:3]=[C:4]([CH3:16])[N:5]([C:8]2[CH:13]=[N:12][N:11]([CH3:14])[C:10](=[O:15])[CH:9]=2)[CH:6]=1. The catalyst class is: 134. (4) Reactant: [CH2:1]([C@@H:3]1[CH2:8][CH2:7][C@H:6]([O:9][C:10]2[CH:11]=[C:12]3[C:17](=[CH:18][CH:19]=2)[N:16]=[CH:15][CH:14]=[CH:13]3)[CH2:5][CH2:4]1)[CH3:2].C1C=C(Cl)C=C(C(OO)=[O:28])C=1.[O-]S([O-])=O.[Na+].[Na+]. Product: [CH2:1]([C@@H:3]1[CH2:8][CH2:7][C@H:6]([O:9][C:10]2[CH:11]=[C:12]3[C:17](=[CH:18][CH:19]=2)[N+:16]([O-:28])=[CH:15][CH:14]=[CH:13]3)[CH2:5][CH2:4]1)[CH3:2]. The catalyst class is: 2. (5) Reactant: [C]=O.C=O.[C:5]([OH:9])(=[O:8])[CH2:6][CH3:7].C([O:14][CH2:15][C:16]([OH:18])=[O:17])(=O)CC. Product: [C:16]([OH:18])(=[O:17])[CH2:15][OH:14].[C:5]([OH:9])(=[O:8])[CH2:6][CH3:7]. The catalyst class is: 6.